Dataset: Forward reaction prediction with 1.9M reactions from USPTO patents (1976-2016). Task: Predict the product of the given reaction. (1) Given the reactants C([O:24][CH:25]([CH2:44][OH:45])[CH2:26][O:27][CH2:28][CH2:29][CH2:30][CH2:31][CH2:32][CH2:33][CH2:34][CH2:35][CH2:36][CH2:37][CH2:38][CH2:39][CH2:40][CH2:41][CH2:42][CH3:43])(=O)/C=C\C=CC=CC=CC=CC=CCCCCCCCCC, predict the reaction product. The product is: [CH2:28]([O:27][CH2:26][CH:25]([CH2:44][OH:45])[OH:24])[CH2:29][CH2:30][CH2:31][CH2:32][CH2:33][CH2:34][CH2:35][CH2:36][CH2:37][CH2:38][CH2:39][CH2:40][CH2:41][CH2:42][CH3:43]. (2) The product is: [CH2:1]([O:3][C:4]1[CH:5]=[C:6]([CH2:10][CH2:11][NH2:12])[CH:7]=[CH:8][CH:9]=1)[CH3:2]. Given the reactants [CH2:1]([O:3][C:4]1[CH:9]=[CH:8][CH:7]=[C:6]([CH2:10][CH2:11][N+:12]([O-])=O)[CH:5]=1)[CH3:2], predict the reaction product. (3) Given the reactants [Cl:1][CH2:2][CH2:3][CH2:4][CH2:5][NH:6][C:7]1[C:16]2[C:11](=[CH:12][CH:13]=[CH:14][CH:15]=2)[N:10]=[CH:9][C:8]=1[NH2:17].[C:18](OC)(OC)(OC)[CH2:19][CH2:20][CH3:21], predict the reaction product. The product is: [Cl:1][CH2:2][CH2:3][CH2:4][CH2:5][N:6]1[C:7]2[C:16]3[CH:15]=[CH:14][CH:13]=[CH:12][C:11]=3[N:10]=[CH:9][C:8]=2[N:17]=[C:18]1[CH2:19][CH2:20][CH3:21]. (4) Given the reactants Br[C:2]1[C:3]([N:22]2[CH2:25][CH:24]([CH2:26][OH:27])[CH2:23]2)=[N:4][CH:5]=[C:6]([CH:21]=1)[C:7]([NH:9][C:10]1[CH:15]=[CH:14][C:13]([O:16][C:17]([F:20])([F:19])[F:18])=[CH:12][CH:11]=1)=[O:8].[F:28][C:29]1[CH:30]=[N:31][CH:32]=[C:33](B2OC(C)(C)C(C)(C)O2)[CH:34]=1, predict the reaction product. The product is: [F:28][C:29]1[CH:34]=[C:33]([C:2]2[C:3]([N:22]3[CH2:23][CH:24]([CH2:26][OH:27])[CH2:25]3)=[N:4][CH:5]=[C:6]([C:7]([NH:9][C:10]3[CH:11]=[CH:12][C:13]([O:16][C:17]([F:19])([F:18])[F:20])=[CH:14][CH:15]=3)=[O:8])[CH:21]=2)[CH:32]=[N:31][CH:30]=1. (5) Given the reactants [C:1]([O:5][C:6](=[O:18])[NH:7][CH2:8][C:9]1[O:10][C:11]([CH2:14][N:15]=[N+]=[N-])=[CH:12][CH:13]=1)([CH3:4])([CH3:3])[CH3:2], predict the reaction product. The product is: [C:1]([O:5][C:6](=[O:18])[NH:7][CH2:8][C:9]1[O:10][C:11]([CH2:14][NH2:15])=[CH:12][CH:13]=1)([CH3:4])([CH3:2])[CH3:3]. (6) Given the reactants Br[C:2]1[CH:3]=[C:4]2[C:9](=[CH:10][CH:11]=1)[N:8]([C:12]([O:14][C:15]([CH3:18])([CH3:17])[CH3:16])=[O:13])[C:7]([CH3:20])([CH3:19])[CH:6]=[C:5]2[CH3:21].C([Li])(C)(C)C.CCCCCCC.CN(C)[CH:36]=[O:37].[Cl-].[NH4+], predict the reaction product. The product is: [CH:36]([C:2]1[CH:3]=[C:4]2[C:9](=[CH:10][CH:11]=1)[N:8]([C:12]([O:14][C:15]([CH3:18])([CH3:17])[CH3:16])=[O:13])[C:7]([CH3:20])([CH3:19])[CH:6]=[C:5]2[CH3:21])=[O:37]. (7) Given the reactants C([O:5][C:6](=[O:18])[CH2:7][O:8][C:9]1[CH:14]=[CH:13][C:12]([Cl:15])=[CH:11][C:10]=1[C:16]#[CH:17])(C)(C)C.Br[C:20]1[CH:21]=[C:22]([NH:26][S:27]([CH3:30])(=[O:29])=[O:28])[CH:23]=[N:24][CH:25]=1, predict the reaction product. The product is: [Cl:15][C:12]1[CH:13]=[CH:14][C:9]([O:8][CH2:7][C:6]([OH:5])=[O:18])=[C:10]([C:16]#[C:17][C:20]2[CH:25]=[N:24][CH:23]=[C:22]([NH:26][S:27]([CH3:30])(=[O:29])=[O:28])[CH:21]=2)[CH:11]=1. (8) Given the reactants [CH2:1]1[C:9]2[C:4](=[CH:5][CH:6]=[CH:7][CH:8]=2)[CH2:3][CH:2]1[C@H:10]1[NH:15][C:14](=[O:16])[C@@H:13]([CH:17]([CH2:20][CH3:21])[CH2:18][CH3:19])[N:12]([CH2:22][C:23]2[CH:28]=[CH:27][CH:26]=[CH:25][C:24]=2[S:29][CH:30]2[CH2:35][CH2:34][N:33](C(OC(C)(C)C)=O)[CH2:32][CH2:31]2)[C:11]1=[O:43].Cl, predict the reaction product. The product is: [CH2:1]1[C:9]2[C:4](=[CH:5][CH:6]=[CH:7][CH:8]=2)[CH2:3][CH:2]1[C@H:10]1[NH:15][C:14](=[O:16])[C@@H:13]([CH:17]([CH2:20][CH3:21])[CH2:18][CH3:19])[N:12]([CH2:22][C:23]2[CH:28]=[CH:27][CH:26]=[CH:25][C:24]=2[S:29][CH:30]2[CH2:31][CH2:32][NH:33][CH2:34][CH2:35]2)[C:11]1=[O:43]. (9) Given the reactants [Cl:1][C:2]1[C:7]([CH:8]=O)=[C:6]([Cl:10])[N:5]=[C:4]([S:11][CH3:12])[N:3]=1.Cl.[NH2:14][OH:15].C(O)(=O)C, predict the reaction product. The product is: [Cl:1][C:2]1[C:7]([CH:8]=[N:14][OH:15])=[C:6]([Cl:10])[N:5]=[C:4]([S:11][CH3:12])[N:3]=1.